This data is from Full USPTO retrosynthesis dataset with 1.9M reactions from patents (1976-2016). The task is: Predict the reactants needed to synthesize the given product. (1) Given the product [CH:1](=[O:14])[CH:2]=[CH:3][CH:4]=[CH:5][CH2:6][CH:7]=[CH:8][CH2:9][CH2:10][CH2:11][CH2:12][CH3:13], predict the reactants needed to synthesize it. The reactants are: [CH:1](=[O:14])/[CH:2]=[CH:3]/[CH:4]=[CH:5]\[CH2:6]/[CH:7]=[CH:8]\[CH2:9][CH2:10][CH2:11][CH2:12][CH3:13].C(O)C#CCCCCC.C(O)/C=C/C#C. (2) Given the product [CH2:37]([N:21]1[C:22](=[O:29])[C:23]2[CH:28]=[CH:27][CH:26]=[CH:25][C:24]=2[C:18](=[CH:17][CH2:16][CH2:15][N:12]2[CH2:13][CH2:14][C:9]([C:6]3[CH:7]=[CH:8][C:3]([Cl:2])=[CH:4][CH:5]=3)([OH:34])[CH2:10][CH2:11]2)[C:19]2[CH:33]=[CH:32][CH:31]=[CH:30][C:20]1=2)[C:38]1[CH:43]=[CH:42][CH:41]=[CH:40][CH:39]=1, predict the reactants needed to synthesize it. The reactants are: Cl.[Cl:2][C:3]1[CH:8]=[CH:7][C:6]([C:9]2([OH:34])[CH2:14][CH2:13][N:12]([CH2:15][CH2:16][CH:17]=[C:18]3[C:24]4[CH:25]=[CH:26][CH:27]=[CH:28][C:23]=4[C:22](=[O:29])[NH:21][C:20]4[CH:30]=[CH:31][CH:32]=[CH:33][C:19]3=4)[CH2:11][CH2:10]2)=[CH:5][CH:4]=1.[H-].[Na+].[CH2:37](Br)[C:38]1[CH:43]=[CH:42][CH:41]=[CH:40][CH:39]=1.O. (3) Given the product [Cl:1][C:2]1[CH:3]=[C:4]([CH2:21][CH2:22][C:23]([O:25][CH2:26][CH3:27])=[O:24])[CH:5]=[CH:6][C:7]=1[CH2:8][CH:9]1[CH2:13][CH2:12][N:11]([CH:14]2[CH2:19][CH2:18][CH2:17][CH2:16][CH2:15]2)[C:10]1=[O:20], predict the reactants needed to synthesize it. The reactants are: [Cl:1][C:2]1[CH:3]=[C:4](/[CH:21]=[CH:22]/[C:23]([O:25][CH2:26][CH3:27])=[O:24])[CH:5]=[CH:6][C:7]=1[CH2:8][CH:9]1[CH2:13][CH2:12][N:11]([CH:14]2[CH2:19][CH2:18][CH2:17][CH2:16][CH2:15]2)[C:10]1=[O:20].